From a dataset of Full USPTO retrosynthesis dataset with 1.9M reactions from patents (1976-2016). Predict the reactants needed to synthesize the given product. (1) Given the product [CH:12]([O:15][C:16]1[CH:23]=[CH:22][C:19]([OH:9])=[CH:18][C:17]=1[O:24][CH3:25])([CH3:14])[CH3:13], predict the reactants needed to synthesize it. The reactants are: C1C=C(Cl)C=C(C(OO)=[O:9])C=1.[CH:12]([O:15][C:16]1[CH:23]=[CH:22][C:19](C=O)=[CH:18][C:17]=1[O:24][CH3:25])([CH3:14])[CH3:13].CO.C([O-])([O-])=O.[K+].[K+]. (2) The reactants are: Cl.Cl.[NH2:3][CH:4]1[CH2:9][CH2:8][N:7]([CH2:10][CH2:11][N:12]2[C:21]3[C:16](=[CH:17][CH:18]=[C:19]([F:22])[CH:20]=3)[N:15]=[CH:14][C:13]2=[O:23])[CH2:6][CH2:5]1.[O:24]=[C:25]1[CH2:30][S:29][C:28]2[N:31]=[CH:32][C:33]([CH:35]=O)=[CH:34][C:27]=2[NH:26]1.[C:47]([O:46][BH-]([O:46][C:47](=[O:49])[CH3:48])[O:46][C:47](=[O:49])[CH3:48])(=[O:49])[CH3:48].[Na+].C(=O)(O)[O-].[Na+]. Given the product [C:47]([OH:46])(=[O:49])/[CH:48]=[CH:14]/[C:13]([OH:23])=[O:24].[F:22][C:19]1[CH:20]=[C:21]2[C:16]([N:15]=[CH:14][C:13](=[O:23])[N:12]2[CH2:11][CH2:10][N:7]2[CH2:6][CH2:5][CH:4]([NH:3][CH2:35][C:33]3[CH:32]=[N:31][C:28]4[S:29][CH2:30][C:25](=[O:24])[NH:26][C:27]=4[CH:34]=3)[CH2:9][CH2:8]2)=[CH:17][CH:18]=1, predict the reactants needed to synthesize it.